Dataset: Forward reaction prediction with 1.9M reactions from USPTO patents (1976-2016). Task: Predict the product of the given reaction. (1) Given the reactants [F:1][C:2]1[CH:3]=[C:4]([C:8]2[NH:9][CH:10]=[C:11]3[C:16]=2[C:15](=[O:17])[N:14]([CH3:18])[C:13](=[O:19])[N:12]3[CH3:20])[CH:5]=[CH:6][CH:7]=1.CC(C)([O-])C.[K+].C1OCCOCCOCCOCCOCCOC1.FC(F)(F)S(O[CH2:51][CH:52]1[CH2:56][C:55](=[O:57])[O:54][CH2:53]1)(=O)=O, predict the reaction product. The product is: [F:1][C:2]1[CH:3]=[C:4]([C:8]2[N:9]([CH2:51][CH:52]3[CH2:56][C:55](=[O:57])[O:54][CH2:53]3)[CH:10]=[C:11]3[C:16]=2[C:15](=[O:17])[N:14]([CH3:18])[C:13](=[O:19])[N:12]3[CH3:20])[CH:5]=[CH:6][CH:7]=1. (2) Given the reactants [F:1][CH2:2][C@@H:3]1[C@@H:7]([C:8]2[CH:13]=[CH:12][C:11]([C:14]3[O:18][N:17]=[C:16]([CH2:19]OS(C)(=O)=O)[CH:15]=3)=[CH:10][CH:9]=2)[O:6][C:5]([CH3:26])([CH3:25])[N:4]1[C:27]([O:29][C:30]([CH3:33])([CH3:32])[CH3:31])=[O:28].[C-:34]#[N:35].[K+].C1OCCOCCOCCOCCOCCOC1, predict the reaction product. The product is: [C:34]([CH2:19][C:16]1[CH:15]=[C:14]([C:11]2[CH:10]=[CH:9][C:8]([C@H:7]3[O:6][C:5]([CH3:26])([CH3:25])[N:4]([C:27]([O:29][C:30]([CH3:32])([CH3:31])[CH3:33])=[O:28])[C@@H:3]3[CH2:2][F:1])=[CH:13][CH:12]=2)[O:18][N:17]=1)#[N:35]. (3) Given the reactants [Cl:1][C:2]1[CH:3]=[C:4]([CH:23]=[CH:24][C:25]=1[F:26])[CH2:5][N:6]1[CH2:15][CH2:14][C:13]2[C:12]([C:16]([O:18][CH2:19][CH3:20])=[O:17])=[N:11][CH:10]=[C:9]([OH:21])[C:8]=2[C:7]1=[O:22].OO.[O-:29]S([O-])=O.[Na+].[Na+], predict the reaction product. The product is: [Cl:1][C:2]1[CH:3]=[C:4]([CH:23]=[CH:24][C:25]=1[F:26])[CH2:5][N:6]1[CH2:15][CH2:14][C:13]2[C:8](=[C:9]([OH:21])[CH:10]=[N+:11]([O-:29])[C:12]=2[C:16]([O:18][CH2:19][CH3:20])=[O:17])[C:7]1=[O:22]. (4) Given the reactants [N+:1]([C:4]1[CH:9]=[C:8]([C:10]([F:13])([F:12])[F:11])[CH:7]=[C:6]([N+]([O-])=O)[CH:5]=1)([O-:3])=[O:2].[CH3:17][O-:18].[Na+], predict the reaction product. The product is: [CH3:17][O:18][C:6]1[CH:7]=[C:8]([C:10]([F:13])([F:12])[F:11])[CH:9]=[C:4]([N+:1]([O-:3])=[O:2])[CH:5]=1. (5) Given the reactants [OH:1][CH2:2][C:3]1[CH:11]=[CH:10][C:6]([C:7]([OH:9])=O)=[C:5]([C:12]2[CH:17]=[CH:16][CH:15]=[CH:14][CH:13]=2)[CH:4]=1.[CH3:18][O:19][C:20](=[O:27])[C@H:21]([CH2:23][CH2:24][S:25][CH3:26])[NH2:22], predict the reaction product. The product is: [CH3:18][O:19][C:20](=[O:27])[C@H:21]([CH2:23][CH2:24][S:25][CH3:26])[NH:22][C:7](=[O:9])[C:6]1[CH:10]=[CH:11][C:3]([CH2:2][OH:1])=[CH:4][C:5]=1[C:12]1[CH:17]=[CH:16][CH:15]=[CH:14][CH:13]=1. (6) Given the reactants [C@@H]1([N:10]2[C:19]3[N:18]=[CH:17][N:16]=[C:14]([OH:15])[C:13]=3[N:12]=[CH:11]2)O[C@H](CO)[C@@H](O)[C@H]1O.[CH2:20](Br)[C:21]1[CH:26]=[CH:25][CH:24]=[CH:23][CH:22]=1.C(OCC)(=O)C, predict the reaction product. The product is: [CH2:20]([N:12]1[C:13]2[C:14](=[O:15])[NH:16][CH:17]=[N:18][C:19]=2[N:10]=[CH:11]1)[C:21]1[CH:26]=[CH:25][CH:24]=[CH:23][CH:22]=1.